Dataset: Catalyst prediction with 721,799 reactions and 888 catalyst types from USPTO. Task: Predict which catalyst facilitates the given reaction. (1) Reactant: [S:1]1[CH:5]=[CH:4][C:3]([C:6]2[C:14]3[C:9](=[CH:10][CH:11]=[CH:12][CH:13]=3)[NH:8][C:7]=2[C:15]([NH:17][NH2:18])=[O:16])=[CH:2]1.[CH:19](=O)[C:20]1[CH:25]=[CH:24][CH:23]=[N:22][CH:21]=1. Product: [N:22]1[CH:23]=[CH:24][CH:25]=[C:20]([CH:19]=[N:18][NH:17][C:15]([C:7]2[NH:8][C:9]3[C:14]([C:6]=2[C:3]2[CH:4]=[CH:5][S:1][CH:2]=2)=[CH:13][CH:12]=[CH:11][CH:10]=3)=[O:16])[CH:21]=1. The catalyst class is: 8. (2) Reactant: [CH2:1]([O:5][C:6]1[C:14]([O:15][CH3:16])=[CH:13][CH:12]=[CH:11][C:7]=1[CH2:8]CN)[CH:2]([CH3:4])[CH3:3].[C:17](Cl)(=[O:20])[CH:18]=[CH2:19].[CH2:22]([N:24](CC)CC)C. Product: [CH2:1]([O:5][C:6]1[C:14]([O:15][CH3:16])=[CH:13][CH:12]=[CH:11][C:7]=1[CH2:8][N:24]([CH3:22])[C:17](=[O:20])[CH:18]=[CH2:19])[CH:2]([CH3:3])[CH3:4]. The catalyst class is: 2. (3) Reactant: [NH2:1][C:2]1[CH:3]=[C:4]2[C:9](=[CH:10][CH:11]=1)[N:8]=[CH:7][C:6]([C:12]#[N:13])=[C:5]2[NH:14][C:15]1[CH:20]=[CH:19][C:18]([F:21])=[C:17]([Cl:22])[CH:16]=1.[CH2:23]([C:25]1[NH:26][C:27]([CH:31]=O)=[C:28]([CH3:30])[N:29]=1)[CH3:24].[BH3-]C#N.[Na+]. Product: [Cl:22][C:17]1[CH:16]=[C:15]([NH:14][C:5]2[C:4]3[C:9](=[CH:10][CH:11]=[C:2]([NH:1][CH2:31][C:27]4[NH:26][C:25]([CH2:23][CH3:24])=[N:29][C:28]=4[CH3:30])[CH:3]=3)[N:8]=[CH:7][C:6]=2[C:12]#[N:13])[CH:20]=[CH:19][C:18]=1[F:21]. The catalyst class is: 14. (4) Reactant: [CH3:1][C:2]1[C:6]([C:7]2[CH:16]=[C:15]3[C:10]([C:11]([NH:18][C@@H:19]([C:21]4[CH:26]=[CH:25][CH:24]=[CH:23][N:22]=4)[CH3:20])=[C:12]([NH2:17])[CH:13]=[N:14]3)=[CH:9][C:8]=2[O:27][CH3:28])=[C:5]([CH3:29])[O:4][N:3]=1.[O:30]1[CH2:35][CH2:34][CH:33]([C:36](O)=O)[CH2:32][CH2:31]1.CN(C(ON1N=NC2C=CC=NC1=2)=[N+](C)C)C.F[P-](F)(F)(F)(F)F.C(N(CC)CC)C.C(=O)([O-])O.[Na+]. Product: [CH3:1][C:2]1[C:6]([C:7]2[C:8]([O:27][CH3:28])=[CH:9][C:10]3[C:11]4[N:18]([CH:19]([C:21]5[CH:26]=[CH:25][CH:24]=[CH:23][N:22]=5)[CH3:20])[C:36]([CH:33]5[CH2:34][CH2:35][O:30][CH2:31][CH2:32]5)=[N:17][C:12]=4[CH:13]=[N:14][C:15]=3[CH:16]=2)=[C:5]([CH3:29])[O:4][N:3]=1. The catalyst class is: 2. (5) Reactant: [CH3:1][C:2]1[C:10]2[C:9]([NH:11][C:12]3[CH:17]=[CH:16][CH:15]=[CH:14][C:13]=3[OH:18])=[N:8][CH:7]=[N:6][C:5]=2[S:4][C:3]=1[CH3:19].Br[CH2:21][CH2:22]Br.C(=O)([O-])[O-].[K+].[K+]. Product: [CH3:1][C:2]1[C:10]2[C:9]([N:11]3[C:12]4[CH:17]=[CH:16][CH:15]=[CH:14][C:13]=4[O:18][CH2:22][CH2:21]3)=[N:8][CH:7]=[N:6][C:5]=2[S:4][C:3]=1[CH3:19]. The catalyst class is: 95.